This data is from Catalyst prediction with 721,799 reactions and 888 catalyst types from USPTO. The task is: Predict which catalyst facilitates the given reaction. (1) Reactant: Cl.[NH2:2][C@H:3]([C:11]([O:13][CH2:14][CH2:15][O:16][C:17]1[CH:22]=[CH:21][C:20]([C:23]2[C:28]([C:29]#[N:30])=[C:27]([S:31][CH2:32][C:33]3[N:34]=[C:35]([C:38]4[CH:43]=[CH:42][C:41]([Cl:44])=[CH:40][CH:39]=4)[S:36][CH:37]=3)[N:26]=[C:25]([NH2:45])[C:24]=2[C:46]#[N:47])=[CH:19][CH:18]=1)=[O:12])[CH2:4][C:5]1[CH:10]=[CH:9][CH:8]=[CH:7][CH:6]=1.[CH3:48][S:49]([OH:52])(=[O:51])=[O:50]. Product: [CH3:48][S:49]([OH:52])(=[O:51])=[O:50].[NH2:2][C@H:3]([C:11]([O:13][CH2:14][CH2:15][O:16][C:17]1[CH:18]=[CH:19][C:20]([C:23]2[C:28]([C:29]#[N:30])=[C:27]([S:31][CH2:32][C:33]3[N:34]=[C:35]([C:38]4[CH:43]=[CH:42][C:41]([Cl:44])=[CH:40][CH:39]=4)[S:36][CH:37]=3)[N:26]=[C:25]([NH2:45])[C:24]=2[C:46]#[N:47])=[CH:21][CH:22]=1)=[O:12])[CH2:4][C:5]1[CH:10]=[CH:9][CH:8]=[CH:7][CH:6]=1. The catalyst class is: 1. (2) Reactant: N[C:2]1[CH:3]=[C:4]([C:9]2[CH:14]=[CH:13][C:12]([C:15]([O:17][CH3:18])=[O:16])=[CH:11][C:10]=2[CH3:19])[CH:5]=[CH:6][C:7]=1[Cl:8].N(OC(C)(C)C)=O.C(Br)(Br)[Br:28]. Product: [Br:28][C:2]1[CH:3]=[C:4]([C:9]2[CH:14]=[CH:13][C:12]([C:15]([O:17][CH3:18])=[O:16])=[CH:11][C:10]=2[CH3:19])[CH:5]=[CH:6][C:7]=1[Cl:8]. The catalyst class is: 4.